Dataset: Full USPTO retrosynthesis dataset with 1.9M reactions from patents (1976-2016). Task: Predict the reactants needed to synthesize the given product. Given the product [Si:1]([O:18][CH2:19][CH2:20][C:21]1[N:23]=[CH:27][C:28]2[C:33](=[O:34])[CH2:32][CH2:31][CH2:30][C:29]=2[N:22]=1)([C:14]([CH3:17])([CH3:15])[CH3:16])([C:8]1[CH:13]=[CH:12][CH:11]=[CH:10][CH:9]=1)[C:2]1[CH:3]=[CH:4][CH:5]=[CH:6][CH:7]=1, predict the reactants needed to synthesize it. The reactants are: [Si:1]([O:18][CH2:19][CH2:20][C:21]([NH2:23])=[NH:22])([C:14]([CH3:17])([CH3:16])[CH3:15])([C:8]1[CH:13]=[CH:12][CH:11]=[CH:10][CH:9]=1)[C:2]1[CH:7]=[CH:6][CH:5]=[CH:4][CH:3]=1.CN([CH:27]=[C:28]1[C:33](=[O:34])[CH2:32][CH2:31][CH2:30][C:29]1=O)C.